Dataset: Forward reaction prediction with 1.9M reactions from USPTO patents (1976-2016). Task: Predict the product of the given reaction. Given the reactants [CH3:1][N:2]1[CH:6]=[C:5]([C:7]2[CH:8]=[CH:9][C:10]3[CH:15]=[N:14][C:13](SC)=[N:12][C:11]=3[N:18]=2)[CH:4]=[N:3]1.C(Cl)[Cl:20], predict the reaction product. The product is: [Cl:20][C:13]1[N:14]=[CH:15][C:10]2[CH:9]=[CH:8][C:7]([C:5]3[CH:4]=[N:3][N:2]([CH3:1])[CH:6]=3)=[N:18][C:11]=2[N:12]=1.